Dataset: Full USPTO retrosynthesis dataset with 1.9M reactions from patents (1976-2016). Task: Predict the reactants needed to synthesize the given product. The reactants are: [O:1]1[CH2:6][CH2:5][CH:4]([O:7][C:8]2[C:9]3[N:17]=[C:16]([C:18]4[CH:19]=[C:20]([NH2:24])[CH:21]=[N:22][CH:23]=4)[CH:15]=[CH:14][C:10]=3[N:11]=[CH:12][N:13]=2)[CH2:3][CH2:2]1.[Cl:25][C:26]1[CH:31]=[C:30]([F:32])[CH:29]=[CH:28][C:27]=1[S:33](Cl)(=[O:35])=[O:34]. Given the product [Cl:25][C:26]1[CH:31]=[C:30]([F:32])[CH:29]=[CH:28][C:27]=1[S:33]([NH:24][C:20]1[CH:21]=[N:22][CH:23]=[C:18]([C:16]2[CH:15]=[CH:14][C:10]3[N:11]=[CH:12][N:13]=[C:8]([O:7][CH:4]4[CH2:5][CH2:6][O:1][CH2:2][CH2:3]4)[C:9]=3[N:17]=2)[CH:19]=1)(=[O:35])=[O:34], predict the reactants needed to synthesize it.